The task is: Regression/Classification. Given a drug SMILES string, predict its toxicity properties. Task type varies by dataset: regression for continuous values (e.g., LD50, hERG inhibition percentage) or binary classification for toxic/non-toxic outcomes (e.g., AMES mutagenicity, cardiotoxicity, hepatotoxicity). Dataset: herg_karim.. This data is from hERG potassium channel inhibition data for cardiac toxicity prediction from Karim et al.. (1) The compound is N#Cc1ccc(OCCN2CC3CN(CCNS(=O)(=O)c4ccc(C#N)cc4)CC(C2)O3)cc1. The result is 0 (non-blocker). (2) The molecule is CCn1cc(C2(c3cccc(C#CC4CC4)c3)N=C(N)c3c(F)cccc32)cc(C)c1=O. The result is 1 (blocker). (3) The drug is CO/N=C/COc1ccc(CN2CCC(NC(=O)c3cc(=O)c4ccc(F)cc4o3)CC2)cc1F. The result is 1 (blocker). (4) The compound is NC(=O)c1ccc(N[C@H]2CCCNC2)c2cc(-c3ccc(F)cc3)[nH]c12. The result is 1 (blocker). (5) The molecule is O=C1NCCC12CCN(c1c(Cl)cncc1-c1ccc3cnccc3c1)CC2. The result is 0 (non-blocker). (6) The compound is c1ccc(N2CCN(CCC3CCCc4c3cnn4-c3ccccc3)CC2)cc1. The result is 1 (blocker).